Dataset: Cav3 T-type calcium channel HTS with 100,875 compounds. Task: Binary Classification. Given a drug SMILES string, predict its activity (active/inactive) in a high-throughput screening assay against a specified biological target. (1) The drug is S(C(C(=O)NCc1cc2OCOc2cc1)C)c1n(Cc2ccccc2)c(nn1)c1sccc1. The result is 1 (active). (2) The molecule is Fc1c(C(=O)N2c3c(NC(=O)C2)cccc3)cccc1. The result is 0 (inactive).